Dataset: NCI-60 drug combinations with 297,098 pairs across 59 cell lines. Task: Regression. Given two drug SMILES strings and cell line genomic features, predict the synergy score measuring deviation from expected non-interaction effect. (1) Drug 1: C1CN1P(=S)(N2CC2)N3CC3. Drug 2: CC1=C(C=C(C=C1)C(=O)NC2=CC(=CC(=C2)C(F)(F)F)N3C=C(N=C3)C)NC4=NC=CC(=N4)C5=CN=CC=C5. Cell line: MDA-MB-435. Synergy scores: CSS=1.83, Synergy_ZIP=0.0794, Synergy_Bliss=2.80, Synergy_Loewe=2.27, Synergy_HSA=1.80. (2) Drug 1: COC1=C(C=C2C(=C1)N=CN=C2NC3=CC(=C(C=C3)F)Cl)OCCCN4CCOCC4. Drug 2: CNC(=O)C1=NC=CC(=C1)OC2=CC=C(C=C2)NC(=O)NC3=CC(=C(C=C3)Cl)C(F)(F)F. Cell line: U251. Synergy scores: CSS=30.3, Synergy_ZIP=-3.25, Synergy_Bliss=-1.06, Synergy_Loewe=-1.28, Synergy_HSA=-0.915. (3) Drug 1: C1CN1C2=NC(=NC(=N2)N3CC3)N4CC4. Drug 2: CC1OCC2C(O1)C(C(C(O2)OC3C4COC(=O)C4C(C5=CC6=C(C=C35)OCO6)C7=CC(=C(C(=C7)OC)O)OC)O)O. Cell line: NCI-H322M. Synergy scores: CSS=-4.08, Synergy_ZIP=3.28, Synergy_Bliss=3.35, Synergy_Loewe=-0.146, Synergy_HSA=-1.05. (4) Synergy scores: CSS=60.6, Synergy_ZIP=-3.21, Synergy_Bliss=-1.48, Synergy_Loewe=-8.99, Synergy_HSA=-1.38. Drug 2: COC1=C(C=C2C(=C1)N=CN=C2NC3=CC(=C(C=C3)F)Cl)OCCCN4CCOCC4. Cell line: SF-295. Drug 1: C1CN1C2=NC(=NC(=N2)N3CC3)N4CC4. (5) Drug 1: CS(=O)(=O)C1=CC(=C(C=C1)C(=O)NC2=CC(=C(C=C2)Cl)C3=CC=CC=N3)Cl. Drug 2: CC1C(C(=O)NC(C(=O)N2CCCC2C(=O)N(CC(=O)N(C(C(=O)O1)C(C)C)C)C)C(C)C)NC(=O)C3=C4C(=C(C=C3)C)OC5=C(C(=O)C(=C(C5=N4)C(=O)NC6C(OC(=O)C(N(C(=O)CN(C(=O)C7CCCN7C(=O)C(NC6=O)C(C)C)C)C)C(C)C)C)N)C. Cell line: SW-620. Synergy scores: CSS=43.7, Synergy_ZIP=37.1, Synergy_Bliss=38.9, Synergy_Loewe=36.3, Synergy_HSA=36.3. (6) Drug 1: COC1=NC(=NC2=C1N=CN2C3C(C(C(O3)CO)O)O)N. Drug 2: C1CN(CCN1C(=O)CCBr)C(=O)CCBr. Cell line: EKVX. Synergy scores: CSS=1.97, Synergy_ZIP=-0.493, Synergy_Bliss=1.89, Synergy_Loewe=-5.61, Synergy_HSA=-1.96.